This data is from Reaction yield outcomes from USPTO patents with 853,638 reactions. The task is: Predict the reaction yield, written as a fraction of the theoretical maximum amount of product (1.0 means a 100% yield; for example, 0.34 means a 34% yield). (1) The reactants are [F:1][C:2]([F:7])([F:6])[C:3]([OH:5])=[O:4].CC(C)(C)[CH2:10][NH:11][CH2:12][C:13]1[O:17][CH:16]=[C:15]([C:18]2[CH:19]=[C:20]3[C:24](=[C:25]([C:27]([NH2:29])=[O:28])[CH:26]=2)[NH:23][CH:22]=[C:21]3[CH:30]2[CH2:35][CH2:34][N:33]([S:36]([CH2:39][CH3:40])(=[O:38])=[O:37])[CH2:32][CH2:31]2)[CH:14]=1.[CH3:43][C:44](C)(C)[CH2:45]N. No catalyst specified. The product is [F:1][C:2]([F:7])([F:6])[C:3]([OH:5])=[O:4].[CH2:39]([S:36]([N:33]1[CH2:32][CH2:31][CH:30]([C:21]2[C:20]3[C:24](=[C:25]([C:27]([NH2:29])=[O:28])[CH:26]=[C:18]([C:15]4[CH:14]=[C:13]([CH2:12][N:11]5[CH2:10][CH2:45][CH2:44][CH2:43]5)[O:17][CH:16]=4)[CH:19]=3)[NH:23][CH:22]=2)[CH2:35][CH2:34]1)(=[O:38])=[O:37])[CH3:40]. The yield is 0.0720. (2) The reactants are [NH2:1][C@@H:2]1[CH2:7][CH2:6][CH2:5][C@H:4]([OH:8])[CH2:3]1.C(=O)(O)[O-].[Na+].Cl[CH2:15][C:16]1[CH:21]=[CH:20][CH:19]=[CH:18][CH:17]=1. The catalyst is C(O)C. The product is [CH2:15]([N:1]([CH2:15][C:16]1[CH:21]=[CH:20][CH:19]=[CH:18][CH:17]=1)[C@@H:2]1[CH2:7][CH2:6][CH2:5][C@H:4]([OH:8])[CH2:3]1)[C:16]1[CH:21]=[CH:20][CH:19]=[CH:18][CH:17]=1. The yield is 0.910. (3) The reactants are [F:1][C:2]1[CH:3]=[CH:4][C:5]([NH:8][NH:9][C:10]([C@@H:12]2[CH2:16][CH2:15][CH2:14][N:13]2[CH2:17][CH3:18])=O)=[N:6][CH:7]=1.C1C=CC(P(C2C=CC=CC=2)C2C=CC=CC=2)=CC=1.CCN(CC)CC.ClC(Cl)(Cl)C(Cl)(Cl)Cl.N. The catalyst is C1COCC1.CO.C(Cl)Cl. The product is [F:1][C:2]1[CH:3]=[CH:4][C:5]2[N:6]([C:10]([C@@H:12]3[CH2:16][CH2:15][CH2:14][N:13]3[CH2:17][CH3:18])=[N:9][N:8]=2)[CH:7]=1. The yield is 0.890. (4) The reactants are CN([CH:4]=[O:5])C.[CH3:6][C:7]1[C:15]([N+:16]([O-:18])=[O:17])=[CH:14][CH:13]=[CH:12][C:8]=1[C:9](O)=[O:10].IC. The catalyst is O. The product is [CH3:6][C:7]1[C:15]([N+:16]([O-:18])=[O:17])=[CH:14][CH:13]=[CH:12][C:8]=1[C:9]([O:5][CH3:4])=[O:10]. The yield is 1.00. (5) The reactants are [Cl:1][C:2]1[CH:3]=[C:4]2[C:9](=[CH:10][C:11]=1[O:12][C:13]1[CH:18]=[CH:17][C:16]([C:19](=[O:35])[NH:20][CH2:21][CH2:22][C:23]3[CH:28]=[CH:27][C:26]([C:29]([F:32])([F:31])[F:30])=[CH:25][C:24]=3[O:33][CH3:34])=[CH:15][CH:14]=1)[O:8][CH2:7][CH2:6][CH:5]2[C:36]([O:38]CC)=[O:37].[OH-].[Na+].C(O)C. The catalyst is O1CCCC1.C(OCC)(=O)C.Cl. The product is [Cl:1][C:2]1[CH:3]=[C:4]2[C:9](=[CH:10][C:11]=1[O:12][C:13]1[CH:18]=[CH:17][C:16]([C:19](=[O:35])[NH:20][CH2:21][CH2:22][C:23]3[CH:28]=[CH:27][C:26]([C:29]([F:30])([F:32])[F:31])=[CH:25][C:24]=3[O:33][CH3:34])=[CH:15][CH:14]=1)[O:8][CH2:7][CH2:6][CH:5]2[C:36]([OH:38])=[O:37]. The yield is 0.641. (6) The reactants are [Br:1][CH2:2][C:3]([C:5]1[CH:10]=[CH:9][C:8]([N+:11]([O-:13])=[O:12])=[C:7]([O:14][CH3:15])[CH:6]=1)=[O:4].[C:16]([O:20][C:21]([NH:23][C:24]1[CH:29]=[CH:28][N:27]=[CH:26][CH:25]=1)=[O:22])([CH3:19])([CH3:18])[CH3:17]. The catalyst is C(#N)C.CC(C)=O. The product is [Br-:1].[C:16]([O:20][C:21]([NH:23][C:24]1[CH:25]=[CH:26][N+:27]([CH2:2][C:3]([C:5]2[CH:10]=[CH:9][C:8]([N+:11]([O-:13])=[O:12])=[C:7]([O:14][CH3:15])[CH:6]=2)=[O:4])=[CH:28][CH:29]=1)=[O:22])([CH3:19])([CH3:17])[CH3:18]. The yield is 0.930. (7) The reactants are [C:1]1([S:7][C:8]2[CH:13]=[CH:12][CH:11]=[CH:10][CH:9]=2)[CH:6]=[CH:5][CH:4]=[CH:3][CH:2]=1.[C:14]([C@:17]([C@H:21]([C@@H:30]([C@@H:39]([CH2:41][O:42][CH2:43][C:44]1[CH:49]=[CH:48][CH:47]=[CH:46][CH:45]=1)[OH:40])[O:31][CH2:32][C:33]1[CH:38]=[CH:37][CH:36]=[CH:35][CH:34]=1)[O:22][CH2:23][C:24]1[CH:29]=[CH:28][CH:27]=[CH:26][CH:25]=1)([OH:20])C=O)(=[O:16])C.[OH-].[Na+]. The catalyst is C1COCC1.CO. The product is [C:8]1([S:7][C:1]2[CH:2]=[CH:3][CH:4]=[CH:5][CH:6]=2)[CH:9]=[CH:10][CH:11]=[CH:12][CH:13]=1.[CH2:23]([O:22][C@@H:21]([C@@H:30]([C@@H:39]([CH2:41][O:42][CH2:43][C:44]1[CH:45]=[CH:46][CH:47]=[CH:48][CH:49]=1)[OH:40])[O:31][CH2:32][C:33]1[CH:34]=[CH:35][CH:36]=[CH:37][CH:38]=1)[C@@H:17]([OH:20])[CH:14]=[O:16])[C:24]1[CH:29]=[CH:28][CH:27]=[CH:26][CH:25]=1. The yield is 0.930.